Dataset: Forward reaction prediction with 1.9M reactions from USPTO patents (1976-2016). Task: Predict the product of the given reaction. Given the reactants [CH:1]1([N:5]2[CH2:10][CH2:9][CH:8]([N:11]3[CH2:20][CH2:19][C:18]4[C:13](=[CH:14][CH:15]=[C:16]([OH:21])[CH:17]=4)[C:12]3=[O:22])[CH2:7][CH2:6]2)[CH2:4][CH2:3][CH2:2]1.C(=O)([O-])[O-].[K+].[K+].[CH3:29][O:30][C:31](=[O:39])[C:32]1[CH:37]=[CH:36][C:35](F)=[CH:34][CH:33]=1, predict the reaction product. The product is: [CH:1]1([N:5]2[CH2:6][CH2:7][CH:8]([N:11]3[CH2:20][CH2:19][C:18]4[C:13](=[CH:14][CH:15]=[C:16]([O:21][C:35]5[CH:36]=[CH:37][C:32]([C:31]([O:30][CH3:29])=[O:39])=[CH:33][CH:34]=5)[CH:17]=4)[C:12]3=[O:22])[CH2:9][CH2:10]2)[CH2:2][CH2:3][CH2:4]1.